This data is from Reaction yield outcomes from USPTO patents with 853,638 reactions. The task is: Predict the reaction yield, written as a fraction of the theoretical maximum amount of product (1.0 means a 100% yield; for example, 0.34 means a 34% yield). (1) The reactants are [F:1][C:2]1[CH:25]=[CH:24][C:5]2[N:6]=[C:7]([NH:9][C:10]3[CH:11]=[C:12]([C:16]4[CH:20]=[C:19]([C:21](O)=[O:22])[O:18][N:17]=4)[CH:13]=[CH:14][CH:15]=3)[S:8][C:4]=2[CH:3]=1.Cl.[CH3:27][O:28][C:29]([C@@H:31]1[CH2:35][CH2:34][CH2:33][NH:32]1)=[O:30]. No catalyst specified. The product is [CH3:27][O:28][C:29]([C@@H:31]1[CH2:35][CH2:34][CH2:33][N:32]1[C:21]([C:19]1[O:18][N:17]=[C:16]([C:12]2[CH:13]=[CH:14][CH:15]=[C:10]([NH:9][C:7]3[S:8][C:4]4[CH:3]=[C:2]([F:1])[CH:25]=[CH:24][C:5]=4[N:6]=3)[CH:11]=2)[CH:20]=1)=[O:22])=[O:30]. The yield is 0.410. (2) The reactants are [NH2:1][C:2]1[CH:7]=[CH:6][C:5]([F:8])=[CH:4][N:3]=1.CS(C)=O.[I:13]N1C(=O)CCC1=O.C(=O)([O-])O.[Na+]. The catalyst is C(O)(=O)C. The product is [F:8][C:5]1[CH:6]=[C:7]([I:13])[C:2]([NH2:1])=[N:3][CH:4]=1. The yield is 0.180. (3) The reactants are C(O/[C:5](/[C:15]([O:17][CH3:18])=[O:16])=[C:6](/[O:11]C(=O)C)\[C:7]([O:9]C)=O)(=O)C.[NH2:19][C:20]1[NH:21][CH:22]=[CH:23][N:24]=1.C1(C)C=CC(S(O)(=O)=O)=CC=1.C(OCC)(=O)C. The catalyst is CO. The product is [CH3:18][O:17][C:15]([C:5]1[N:19]=[C:20]2[NH:24][CH:23]=[CH:22][N:21]2[C:7](=[O:9])[C:6]=1[OH:11])=[O:16]. The yield is 0.410. (4) The reactants are [OH:1][C@H:2]1[CH2:6][CH2:5][CH2:4][C@@H:3]1[NH:7][C:8]1[C:13]([C:14]([NH2:16])=[O:15])=[CH:12][N:11]=[C:10](SC)[N:9]=1.[S:19]([O-:24])(O[O-])(=O)=[O:20].[K+].[K+].[CH3:27]C(C)=O. The catalyst is O. The product is [OH:1][C@H:2]1[CH2:6][CH2:5][CH2:4][C@@H:3]1[NH:7][C:8]1[C:13]([C:14]([NH2:16])=[O:15])=[CH:12][N:11]=[C:10]([S:19]([CH3:27])(=[O:24])=[O:20])[N:9]=1. The yield is 0.780. (5) The reactants are [CH3:1][S:2][C:3]1[N:8]=[C:7]([C:9]([OH:11])=O)[CH:6]=[CH:5][N:4]=1.Cl.CN(C)CCCN=C=NCC.Cl.[CH3:25][NH:26][O:27][CH3:28].C(N(CC)CC)C.C(=O)(O)[O-].[Na+]. The catalyst is CC#N. The yield is 0.890. The product is [CH3:28][O:27][N:26]([CH3:25])[C:9]([C:7]1[CH:6]=[CH:5][N:4]=[C:3]([S:2][CH3:1])[N:8]=1)=[O:11]. (6) The reactants are [Cl:1][C:2]1[CH:3]=[CH:4][C:5]2[NH:9][C:8](=[O:10])[N:7]([CH2:11][CH2:12][CH2:13][N:14]3[CH2:44][CH2:43][C:17]4([N:21]([C:22]5[CH:27]=[CH:26][CH:25]=[CH:24][CH:23]=5)[CH2:20][N:19]([CH2:28][C:29]5[CH:30]=[C:31]([CH:39]=[CH:40][CH:41]=5)[C:32]([O:34]C(C)(C)C)=[O:33])[C:18]4=[O:42])[CH2:16][CH2:15]3)[C:6]=2[CH:45]=1. The catalyst is Cl.O1CCOCC1. The product is [Cl:1][C:2]1[CH:3]=[CH:4][C:5]2[NH:9][C:8](=[O:10])[N:7]([CH2:11][CH2:12][CH2:13][N:14]3[CH2:44][CH2:43][C:17]4([N:21]([C:22]5[CH:27]=[CH:26][CH:25]=[CH:24][CH:23]=5)[CH2:20][N:19]([CH2:28][C:29]5[CH:30]=[C:31]([CH:39]=[CH:40][CH:41]=5)[C:32]([OH:34])=[O:33])[C:18]4=[O:42])[CH2:16][CH2:15]3)[C:6]=2[CH:45]=1. The yield is 0.240. (7) The reactants are N[CH2:2][CH:3]1[CH2:6][CH:5]([OH:7])[CH2:4]1.[C:8](O[C:8]([O:10][C:11]([CH3:14])([CH3:13])[CH3:12])=[O:9])([O:10][C:11]([CH3:14])([CH3:13])[CH3:12])=[O:9].C([N:25](CC)CC)C. The catalyst is C1COCC1. The product is [C:8](=[O:9])([O:10][C:11]([CH3:14])([CH3:13])[CH2:12][CH2:2][CH:3]1[CH2:6][CH:5]([OH:7])[CH2:4]1)[NH2:25]. The yield is 0.550. (8) The yield is 0.750. The catalyst is CO.C([BH3-])#N.[Na+]. The reactants are [N:1]1[CH:6]=[CH:5][N:4]=[CH:3][C:2]=1[C:7](=O)[CH3:8].C([O-])(=O)C.[NH4+:14]. The product is [N:1]1[CH:6]=[CH:5][N:4]=[CH:3][C:2]=1[CH:7]([NH2:14])[CH3:8]. (9) The reactants are [NH2:1][C:2]1[C:3]([C:9]([O:11]C)=[O:10])=[N:4][C:5]([Br:8])=[CH:6][N:7]=1.[OH-].[Li+].Cl. The catalyst is CO.O. The product is [NH2:1][C:2]1[C:3]([C:9]([OH:11])=[O:10])=[N:4][C:5]([Br:8])=[CH:6][N:7]=1. The yield is 0.990.